Task: Predict the reactants needed to synthesize the given product.. Dataset: Full USPTO retrosynthesis dataset with 1.9M reactions from patents (1976-2016) (1) Given the product [Cl:33][C:34]1[S:38][C:37]([C:39]([N:5]([C:1]([CH3:4])([CH3:2])[CH3:3])[CH2:6][C@@H:7]2[O:11][C:10](=[O:12])[N:9]([C:13]3[CH:14]=[CH:15][C:16]([N:19]4[CH2:24][CH2:23][O:22][CH2:21][C:20]4=[O:25])=[CH:17][CH:18]=3)[CH2:8]2)=[O:40])=[CH:36][CH:35]=1, predict the reactants needed to synthesize it. The reactants are: [C:1]([NH:5][CH2:6][C@@H:7]1[O:11][C:10](=[O:12])[N:9]([C:13]2[CH:18]=[CH:17][C:16]([N:19]3[CH2:24][CH2:23][O:22][CH2:21][C:20]3=[O:25])=[CH:15][CH:14]=2)[CH2:8]1)([CH3:4])([CH3:3])[CH3:2].CCN(CC)CC.[Cl:33][C:34]1[S:38][C:37]([C:39](Cl)=[O:40])=[CH:36][CH:35]=1. (2) Given the product [CH:1]1([C@H:4]2[O:12][CH2:11][C:7]3=[N:8][O:9][CH2:10][C@H:6]3[CH2:5]2)[CH2:3][CH2:2]1, predict the reactants needed to synthesize it. The reactants are: [CH:1]1([C@@H:4]2[O:12][CH2:11][C:7]3=[N:8][O:9][CH2:10][C@@H:6]3[CH2:5]2)[CH2:3][CH2:2]1.C(=O)=O.CO. (3) The reactants are: C([O:8][CH2:9][CH2:10][CH2:11][CH2:12][CH2:13][CH2:14][CH2:15][CH2:16][CH2:17][CH2:18][C:19]#[C:20][C:21]1[CH:22]=[C:23]2[C:28](=[CH:29][CH:30]=1)[O:27][C:26]([C:31]1[CH:36]=[CH:35][C:34]([O:37][CH3:38])=[C:33]([O:39][CH3:40])[CH:32]=1)=[C:25]([OH:41])[C:24]2=[O:42])C1C=CC=CC=1. Given the product [CH3:40][O:39][C:33]1[CH:32]=[C:31]([C:26]2[O:27][C:28]3[C:23]([C:24](=[O:42])[C:25]=2[OH:41])=[CH:22][C:21]([CH2:20][CH2:19][CH2:18][CH2:17][CH2:16][CH2:15][CH2:14][CH2:13][CH2:12][CH2:11][CH2:10][CH2:9][OH:8])=[CH:30][CH:29]=3)[CH:36]=[CH:35][C:34]=1[O:37][CH3:38], predict the reactants needed to synthesize it. (4) Given the product [Br:1][C:2]1[CH:7]=[CH:6][CH:5]=[CH:4][C:3]=1[C@H:8]([O:10][C:11]1[CH:15]=[C:14]([N:16]2[C:24]3[CH:23]=[C:22]([CH2:25][O:26][Si:27]([C:30]([CH3:33])([CH3:32])[CH3:31])([CH3:28])[CH3:29])[N:21]=[CH:20][C:19]=3[N:18]=[CH:17]2)[S:13][C:12]=1[C:34]([NH2:38])=[O:36])[CH3:9], predict the reactants needed to synthesize it. The reactants are: [Br:1][C:2]1[CH:7]=[CH:6][CH:5]=[CH:4][C:3]=1[C@H:8]([O:10][C:11]1[CH:15]=[C:14]([N:16]2[C:24]3[CH:23]=[C:22]([CH2:25][O:26][Si:27]([C:30]([CH3:33])([CH3:32])[CH3:31])([CH3:29])[CH3:28])[N:21]=[CH:20][C:19]=3[N:18]=[CH:17]2)[S:13][C:12]=1[C:34]([O:36]C)=O)[CH3:9].[NH3:38]. (5) Given the product [NH2:20][CH:1]([C:2]1[CH:7]=[CH:6][CH:5]=[CH:4][CH:3]=1)[CH2:10][C:9]([OH:15])=[O:14], predict the reactants needed to synthesize it. The reactants are: [CH:1](=O)[C:2]1[CH:7]=[CH:6][CH:5]=[CH:4][CH:3]=1.[C:9]([OH:15])(=[O:14])[CH2:10]C(O)=O.C([O-])(=O)C.[NH4+:20]. (6) The reactants are: [CH3:1][O:2][C:3]([C:5]1[CH:13]=[C:12]2[C:8]([CH:9]=[CH:10][NH:11]2)=[CH:7][CH:6]=1)=[O:4].[F:14][CH:15]([F:25])[O:16][C:17]1[CH:24]=[CH:23][C:20]([CH2:21]Br)=[CH:19][CH:18]=1.[H-].[Na+]. Given the product [CH3:1][O:2][C:3]([C:5]1[CH:13]=[C:12]2[C:8]([CH:9]=[CH:10][N:11]2[CH2:21][C:20]2[CH:19]=[CH:18][C:17]([O:16][CH:15]([F:14])[F:25])=[CH:24][CH:23]=2)=[CH:7][CH:6]=1)=[O:4], predict the reactants needed to synthesize it.